Predict the reactants needed to synthesize the given product. From a dataset of Full USPTO retrosynthesis dataset with 1.9M reactions from patents (1976-2016). (1) Given the product [CH3:1][O:2][C:3](=[O:50])[NH:4][C@@H:5]([CH2:47][S:53]([CH3:57])(=[O:55])=[O:52])[C:6](=[O:46])[NH:7][C@@H:8]([CH2:39][C:40]1[CH:41]=[CH:42][CH:43]=[CH:44][CH:45]=1)[C@@H:9]([OH:38])[CH2:10][C@H:11]([CH2:25][C:26]1[CH:31]=[CH:30][C:29]([C:32]2[CH:37]=[CH:36][CH:35]=[CH:34][N:33]=2)=[CH:28][CH:27]=1)[NH:12][C:13](=[O:24])[C@H:14]([C:20]([CH3:23])([CH3:22])[CH3:21])[NH:15][C:16](=[O:19])[O:17][CH3:18], predict the reactants needed to synthesize it. The reactants are: [CH3:1][O:2][C:3](=[O:50])[NH:4][C@@H:5]([CH2:47]SC)[C:6](=[O:46])[NH:7][C@@H:8]([CH2:39][C:40]1[CH:45]=[CH:44][CH:43]=[CH:42][CH:41]=1)[C@@H:9]([OH:38])[CH2:10][C@H:11]([CH2:25][C:26]1[CH:31]=[CH:30][C:29]([C:32]2[CH:37]=[CH:36][CH:35]=[CH:34][N:33]=2)=[CH:28][CH:27]=1)[NH:12][C:13](=[O:24])[C@H:14]([C:20]([CH3:23])([CH3:22])[CH3:21])[NH:15][C:16](=[O:19])[O:17][CH3:18].O[O:52][S:53]([O-:55])=O.[K+].[CH3:57]O. (2) Given the product [Cl:24][C:22]1[CH:23]=[C:18]2[NH:17][C:16]([O:15][C@H:14]3[C@H:10]4[O:9][CH2:8][C@@H:7]([OH:6])[C@H:11]4[O:12][CH2:13]3)=[N:39][C:19]2=[N:20][C:21]=1[C:25]1[CH:26]=[CH:27][C:28]([C:31]#[C:32][CH:33]2[CH2:34][CH2:35][N:36]([S:62]([CH:59]3[CH2:61][CH2:60]3)(=[O:64])=[O:63])[CH2:37][CH2:38]2)=[CH:29][CH:30]=1, predict the reactants needed to synthesize it. The reactants are: C([Si](C)(C)[O:6][C@H:7]1[C@H:11]2[O:12][CH2:13][C@@H:14]([O:15][C:16]3[N:17](COCC[Si](C)(C)C)[C:18]4[C:19]([N:39]=3)=[N:20][C:21]([C:25]3[CH:30]=[CH:29][C:28]([C:31]#[C:32][CH:33]5[CH2:38][CH2:37][NH:36][CH2:35][CH2:34]5)=[CH:27][CH:26]=3)=[C:22]([Cl:24])[CH:23]=4)[C@H:10]2[O:9][CH2:8]1)(C)(C)C.CCN(C(C)C)C(C)C.[CH:59]1([S:62](Cl)(=[O:64])=[O:63])[CH2:61][CH2:60]1.CCOC(C)=O. (3) Given the product [Cl:29][C:22]1[CH:21]=[C:20](/[CH:19]=[C:15]2/[C:16](=[O:18])[N:17]3[CH:10]=[C:9]([C:5]4[CH:6]=[CH:7][CH:8]=[C:3]([O:2][CH3:1])[CH:4]=4)[N:12]=[C:13]3[S:14]/2)[CH:25]=[C:24]([O:26][CH3:27])[C:23]=1[OH:28], predict the reactants needed to synthesize it. The reactants are: [CH3:1][O:2][C:3]1[CH:4]=[C:5]([C:9](=O)[CH3:10])[CH:6]=[CH:7][CH:8]=1.[NH2:12][C:13]1[S:14]/[C:15](=[CH:19]\[C:20]2[CH:25]=[C:24]([O:26][CH3:27])[C:23]([OH:28])=[C:22]([Cl:29])[CH:21]=2)/[C:16](=[O:18])[N:17]=1. (4) Given the product [C:3]([O:23][CH:18]([C:3]1[C:4]([CH3:17])=[N:5][C:6]2[N:7]([N:8]=[C:9]([C:11]3[CH:16]=[CH:15][CH:14]=[CH:13][CH:12]=3)[CH:10]=2)[C:2]=1[Cl:1])[C:19]([O:21][CH3:22])=[O:20])([CH3:18])([CH3:4])[CH3:2], predict the reactants needed to synthesize it. The reactants are: [Cl:1][C:2]1[N:7]2[N:8]=[C:9]([C:11]3[CH:16]=[CH:15][CH:14]=[CH:13][CH:12]=3)[CH:10]=[C:6]2[N:5]=[C:4]([CH3:17])[C:3]=1[CH:18]([OH:23])[C:19]([O:21][CH3:22])=[O:20].C(Cl)Cl.Cl(O)(=O)(=O)=O.